From a dataset of Catalyst prediction with 721,799 reactions and 888 catalyst types from USPTO. Predict which catalyst facilitates the given reaction. (1) Reactant: [CH2:1]([O:6][C:7]1[C:8]([O:10][C@H:11]([C@H:14]([CH2:16][OH:17])[OH:15])[C:12]=1[OH:13])=[O:9])[CH:2]([CH2:4][OH:5])[OH:3].CS(C)=O.C(N(CC)CC)C.[C:29](Cl)(=[O:37])[CH2:30][CH2:31][CH2:32][CH2:33][CH2:34][CH2:35][CH3:36]. Product: [CH2:1]([O:6][C:7]1[C:8]([O:10][C@H:11]([C@H:14]([CH2:16][OH:17])[OH:15])[C:12]=1[O:13][C:29](=[O:37])[CH2:30][CH2:31][CH2:32][CH2:33][CH2:34][CH2:35][CH3:36])=[O:9])[CH:2]([CH2:4][OH:5])[OH:3]. The catalyst class is: 6. (2) Reactant: [C:1]([NH:5][C:6]1[CH:11]=[CH:10][C:9](B2OC(C)(C)C(C)(C)O2)=[CH:8][C:7]=1[N+:21]([O-:23])=[O:22])([CH3:4])([CH3:3])[CH3:2].[NH2:24][C:25]1[N:30]=[C:29]([O:31][CH3:32])[C:28](Br)=[CH:27][N:26]=1.C([O-])([O-])=O.[Na+].[Na+]. Product: [C:1]([NH:5][C:6]1[CH:11]=[CH:10][C:9]([C:28]2[C:29]([O:31][CH3:32])=[N:30][C:25]([NH2:24])=[N:26][CH:27]=2)=[CH:8][C:7]=1[N+:21]([O-:23])=[O:22])([CH3:2])([CH3:3])[CH3:4]. The catalyst class is: 31. (3) Reactant: Br[CH2:2][C:3]([C:5]1[CH:10]=[CH:9][C:8]([Br:11])=[C:7]([F:12])[CH:6]=1)=[O:4].ClCC(C1C=CC(Br)=C(F)C=1)=O.[BH4-].[Na+].C[O-].[Na+]. Product: [Br:11][C:8]1[CH:9]=[CH:10][C:5]([CH:3]2[CH2:2][O:4]2)=[CH:6][C:7]=1[F:12]. The catalyst class is: 40. (4) Reactant: [CH3:1][S:2](Cl)(=[O:4])=[O:3].[NH2:6][C:7]1[CH:12]=[CH:11][C:10]([CH:13]([CH3:27])[C:14]([C:20]2[CH:25]=[CH:24][N:23]=[C:22]([Cl:26])[CH:21]=2)([OH:19])[C:15]([F:18])([F:17])[F:16])=[C:9]([Cl:28])[CH:8]=1. Product: [Cl:28][C:9]1[CH:8]=[C:7]([NH:6][S:2]([CH3:1])(=[O:4])=[O:3])[CH:12]=[CH:11][C:10]=1[CH:13]([CH3:27])[C:14]([C:20]1[CH:25]=[CH:24][N:23]=[C:22]([Cl:26])[CH:21]=1)([OH:19])[C:15]([F:18])([F:17])[F:16]. The catalyst class is: 17. (5) Reactant: [CH3:1][N:2]([C:7]1[CH:8]=[C:9]([C:17]([O:19][CH3:20])=[O:18])[CH:10]=[C:11]([CH:16]=1)[C:12]([O:14]C)=[O:13])[S:3]([CH3:6])(=[O:5])=[O:4].[OH-].[Na+]. Product: [CH3:20][O:19][C:17]([C:9]1[CH:10]=[C:11]([CH:16]=[C:7]([N:2]([CH3:1])[S:3]([CH3:6])(=[O:5])=[O:4])[CH:8]=1)[C:12]([OH:14])=[O:13])=[O:18]. The catalyst class is: 87.